From a dataset of Reaction yield outcomes from USPTO patents with 853,638 reactions. Predict the reaction yield, written as a fraction of the theoretical maximum amount of product (1.0 means a 100% yield; for example, 0.34 means a 34% yield). (1) The reactants are [F:1][C:2]1[C:12]([F:13])=[C:11]([F:14])[CH:10]=[CH:9][C:3]=1[NH:4][C@@H:5]([CH3:8])[CH2:6][OH:7].C(O[CH:18]=[C:19]([C:25]([O:27][CH2:28][CH3:29])=[O:26])[C:20]([O:22][CH2:23][CH3:24])=[O:21])C. No catalyst specified. The product is [F:1][C:2]1[C:12]([F:13])=[C:11]([F:14])[CH:10]=[CH:9][C:3]=1[N:4]([CH:18]=[C:19]([C:20]([O:22][CH2:23][CH3:24])=[O:21])[C:25]([O:27][CH2:28][CH3:29])=[O:26])[C@@H:5]([CH3:8])[CH2:6][OH:7]. The yield is 0.780. (2) The reactants are [F:1][C:2]1[CH:10]=[C:9]([CH:11]([O:13][C:14]2[CH:19]=[CH:18][CH:17]=[CH:16][CH:15]=2)[CH3:12])[CH:8]=[CH:7][C:3]=1[C:4]([OH:6])=O.C(N(CC)CC)C.[NH2:27][CH2:28][C:29]1[C:30]([OH:37])=[N:31][C:32]([CH3:36])=[CH:33][C:34]=1[CH3:35]. The catalyst is ClCCl. The product is [F:1][C:2]1[CH:10]=[C:9]([CH:11]([O:13][C:14]2[CH:19]=[CH:18][CH:17]=[CH:16][CH:15]=2)[CH3:12])[CH:8]=[CH:7][C:3]=1[C:4]([NH:27][CH2:28][C:29]1[C:30]([OH:37])=[N:31][C:32]([CH3:36])=[CH:33][C:34]=1[CH3:35])=[O:6]. The yield is 0.470. (3) The reactants are [S:1]1[CH:5]=[CH:4][CH:3]=[C:2]1B(O)O.[CH3:9][O:10][C:11](=[O:19])[C:12]1[CH:17]=[CH:16][C:15](Br)=[CH:14][CH:13]=1. No catalyst specified. The product is [CH3:9][O:10][C:11]([C:12]1[CH:17]=[CH:16][C:15]([C:2]2[S:1][CH:5]=[CH:4][CH:3]=2)=[CH:14][CH:13]=1)=[O:19]. The yield is 0.650. (4) The reactants are Cl.[NH:2]1[CH2:7][CH2:6][CH2:5][C@H:4]([C:8]#[N:9])[CH2:3]1.C(N(CC)CC)C.[F:17][C:18]1[CH:26]=[CH:25][C:21]([C:22](Cl)=[O:23])=[CH:20][CH:19]=1.C([O-])(O)=O.[Na+]. The catalyst is ClCCl. The product is [F:17][C:18]1[CH:26]=[CH:25][C:21]([C:22]([N:2]2[CH2:7][CH2:6][CH2:5][C@H:4]([C:8]#[N:9])[CH2:3]2)=[O:23])=[CH:20][CH:19]=1. The yield is 0.610. (5) The reactants are [C:1]([NH:3][C:4]([NH2:6])=[NH:5])#[N:2].[Cl:7][C:8]1[CH:13]=[CH:12][C:11]([N:14]=[C:15]=[N:16][C:17]2[CH:22]=[CH:21][CH:20]=[CH:19][C:18]=2[F:23])=[C:10]([O:24][Si](C(C)(C)C)(C)C)[C:9]=1[S:32]([N:35]([CH3:37])[CH3:36])(=[O:34])=[O:33].[N:38]#[C:39]N.C([N:44](CC)C(C)C)(C)C.[F-].[Cs+]. No catalyst specified. The product is [C:1]([NH:3][C:4]([NH2:6])=[NH:5])#[N:2].[Cl:7][C:8]1[CH:13]=[CH:12][C:11]([N:14]([C:39]#[N:38])[C:15]([NH:16][C:17]2[CH:22]=[CH:21][CH:20]=[CH:19][C:18]=2[F:23])=[NH:44])=[C:10]([OH:24])[C:9]=1[S:32]([N:35]([CH3:36])[CH3:37])(=[O:34])=[O:33]. The yield is 0.400. (6) The reactants are [CH3:1][C:2]1[CH:7]=[CH:6][C:5]([C:8](=O)[CH2:9][C:10](=O)[C:11]([O:13][CH3:14])=[O:12])=[CH:4][CH:3]=1.[NH:17]([C:19]1[CH:26]=[CH:25][C:22]([C:23]#[N:24])=[CH:21][CH:20]=1)[NH2:18]. The catalyst is CC(O)=O. The product is [C:23]([C:22]1[CH:25]=[CH:26][C:19]([N:17]2[C:8]([C:5]3[CH:6]=[CH:7][C:2]([CH3:1])=[CH:3][CH:4]=3)=[CH:9][C:10]([C:11]([O:13][CH3:14])=[O:12])=[N:18]2)=[CH:20][CH:21]=1)#[N:24]. The yield is 0.900. (7) The reactants are N[C@@](C1C=CC2C(=CC=C(O[C@H]3CC[C@H](C(F)(F)F)CC3)C=2)C=1)(C)COP(=O)(O)O.Cl.C(OC(=O)[NH:38][C@:39]([CH3:79])([C:54]1[CH:63]=[CH:62][C:61]2[C:56](=[CH:57][CH:58]=[C:59]([O:68][C@H:69]3[CH2:74][CH2:73][C@H:72]([C:75]([F:78])([F:77])[F:76])[CH2:71][CH2:70]3)[C:60]=2[C:64]([F:67])([F:66])[F:65])[CH:55]=1)[CH2:40][O:41][P:42]([O:49]C(C)(C)C)([O:44]C(C)(C)C)=[O:43])(C)(C)C. No catalyst specified. The product is [NH2:38][C@@:39]([C:54]1[CH:63]=[CH:62][C:61]2[C:56](=[CH:57][CH:58]=[C:59]([O:68][C@H:69]3[CH2:74][CH2:73][C@H:72]([C:75]([F:78])([F:76])[F:77])[CH2:71][CH2:70]3)[C:60]=2[C:64]([F:67])([F:66])[F:65])[CH:55]=1)([CH3:79])[CH2:40][O:41][P:42](=[O:43])([OH:44])[OH:49]. The yield is 0.890.